From a dataset of NCI-60 drug combinations with 297,098 pairs across 59 cell lines. Regression. Given two drug SMILES strings and cell line genomic features, predict the synergy score measuring deviation from expected non-interaction effect. (1) Drug 1: C1CCN(CC1)CCOC2=CC=C(C=C2)C(=O)C3=C(SC4=C3C=CC(=C4)O)C5=CC=C(C=C5)O. Drug 2: CC12CCC3C(C1CCC2OP(=O)(O)O)CCC4=C3C=CC(=C4)OC(=O)N(CCCl)CCCl.[Na+]. Cell line: OVCAR-5. Synergy scores: CSS=4.64, Synergy_ZIP=2.58, Synergy_Bliss=7.33, Synergy_Loewe=2.88, Synergy_HSA=2.57. (2) Drug 1: C1=NNC2=C1C(=O)NC=N2. Drug 2: CC(C)CN1C=NC2=C1C3=CC=CC=C3N=C2N. Cell line: UACC-257. Synergy scores: CSS=3.53, Synergy_ZIP=-0.164, Synergy_Bliss=1.16, Synergy_Loewe=0.123, Synergy_HSA=-0.264. (3) Drug 1: C1CCC(C1)C(CC#N)N2C=C(C=N2)C3=C4C=CNC4=NC=N3. Drug 2: CCC1=C2CN3C(=CC4=C(C3=O)COC(=O)C4(CC)O)C2=NC5=C1C=C(C=C5)O. Cell line: ACHN. Synergy scores: CSS=31.1, Synergy_ZIP=-2.47, Synergy_Bliss=-5.00, Synergy_Loewe=-42.0, Synergy_HSA=-5.68.